The task is: Predict the reactants needed to synthesize the given product.. This data is from Retrosynthesis with 50K atom-mapped reactions and 10 reaction types from USPTO. (1) Given the product CCc1csc(Nc2ncccc2OCc2ccccc2)n1, predict the reactants needed to synthesize it. The reactants are: CCC(=O)CBr.NC(=S)Nc1ncccc1OCc1ccccc1. (2) The reactants are: CC1CCNCC1.Fc1cc(F)c(-c2c(Cl)nc3ncncc3c2Cl)c(F)c1. Given the product CC1CCN(c2nc3ncncc3c(Cl)c2-c2c(F)cc(F)cc2F)CC1, predict the reactants needed to synthesize it.